From a dataset of Forward reaction prediction with 1.9M reactions from USPTO patents (1976-2016). Predict the product of the given reaction. (1) Given the reactants [CH3:1][N:2]1[C:6]([C:7]2[CH:8]=[C:9]3[CH:18]=[CH:17][CH:16]=[C:15]4[C:10]3=[C:11]([CH:31]=2)[C:12](=[O:30])[N:13]([CH2:20][CH2:21][CH2:22][C:23]([O:25]C(C)(C)C)=[O:24])[C:14]4=[O:19])=[N:5][N:4]=[N:3]1.C([SiH](CC)CC)C.FC(F)(F)C(O)=O, predict the reaction product. The product is: [CH3:1][N:2]1[C:6]([C:7]2[CH:8]=[C:9]3[CH:18]=[CH:17][CH:16]=[C:15]4[C:10]3=[C:11]([CH:31]=2)[C:12](=[O:30])[N:13]([CH2:20][CH2:21][CH2:22][C:23]([OH:25])=[O:24])[C:14]4=[O:19])=[N:5][N:4]=[N:3]1. (2) Given the reactants [NH2:1][C@H:2]([CH3:34])[C:3]([N:5]1[CH2:10][CH2:9][CH:8]([CH2:11][N:12]2[C:20]([S:21][C:22]3[C:31]([Br:32])=[CH:30][C:25]4[O:26][CH2:27][CH2:28][O:29][C:24]=4[CH:23]=3)=[N:19][C:18]3[C:13]2=[N:14][CH:15]=[N:16][C:17]=3[NH2:33])[CH2:7][CH2:6]1)=[O:4].Cl[C:36]([C@@H:38]([O:40][C:41](=[O:43])[CH3:42])[CH3:39])=[O:37], predict the reaction product. The product is: [C:41]([O:40][C@@H:38]([CH3:39])[C:36]([NH:1][C@H:2]([CH3:34])[C:3]([N:5]1[CH2:10][CH2:9][CH:8]([CH2:11][N:12]2[C:20]([S:21][C:22]3[C:31]([Br:32])=[CH:30][C:25]4[O:26][CH2:27][CH2:28][O:29][C:24]=4[CH:23]=3)=[N:19][C:18]3[C:13]2=[N:14][CH:15]=[N:16][C:17]=3[NH2:33])[CH2:7][CH2:6]1)=[O:4])=[O:37])(=[O:43])[CH3:42]. (3) Given the reactants [CH3:1][O:2][C:3](=[O:21])[CH2:4][CH2:5][C:6]1[C:7](=[O:20])[N:8]([CH2:12][C:13]2[CH:18]=[CH:17][C:16]([NH2:19])=[CH:15][CH:14]=2)[CH2:9][CH2:10][CH:11]=1.C(Cl)Cl.O(OC(C)=O)[O:26][C:27]([CH3:29])=O.C(N(CC)CC)C, predict the reaction product. The product is: [CH3:1][O:2][C:3](=[O:21])[CH2:4][CH2:5][C:6]1[C:7](=[O:20])[N:8]([CH2:12][C:13]2[CH:14]=[CH:15][C:16]([NH:19][C:27](=[O:26])[CH3:29])=[CH:17][CH:18]=2)[CH2:9][CH2:10][CH:11]=1. (4) Given the reactants Br[C:2]1[N:10]([CH2:11][CH:12]=[C:13]([CH3:15])[CH3:14])[C:9]2[C:8](=[O:16])[N:7]([CH2:17][C:18]([C:20]3[CH:25]=[CH:24][CH:23]=[C:22]([O:26][CH3:27])[CH:21]=3)=[O:19])[CH:6]=[N:5][C:4]=2[C:3]=1[C:28]#[N:29].[NH:30]1[CH2:36][CH2:35][CH2:34][NH:33][CH2:32][CH2:31]1, predict the reaction product. The product is: [N:30]1([C:2]2[N:10]([CH2:11][CH:12]=[C:13]([CH3:15])[CH3:14])[C:9]3[C:8](=[O:16])[N:7]([CH2:17][C:18]([C:20]4[CH:25]=[CH:24][CH:23]=[C:22]([O:26][CH3:27])[CH:21]=4)=[O:19])[CH:6]=[N:5][C:4]=3[C:3]=2[C:28]#[N:29])[CH2:36][CH2:35][CH2:34][NH:33][CH2:32][CH2:31]1.